Dataset: Catalyst prediction with 721,799 reactions and 888 catalyst types from USPTO. Task: Predict which catalyst facilitates the given reaction. (1) Reactant: ClN1C(=O)CCC1=O.[CH3:9][C:10]1[CH:15]=[CH:14][CH:13]=[CH:12][C:11]=1[SH:16].[CH2:17]([O:19][C:20]([C:22]1[NH:23][C:24]2[C:29]([CH:30]=1)=[CH:28][C:27]([O:31][CH3:32])=[C:26]([O:33][CH3:34])[CH:25]=2)=[O:21])[CH3:18]. Product: [CH2:17]([O:19][C:20]([C:22]1[NH:23][C:24]2[C:29]([C:30]=1[S:16][C:11]1[CH:12]=[CH:13][CH:14]=[CH:15][C:10]=1[CH3:9])=[CH:28][C:27]([O:31][CH3:32])=[C:26]([O:33][CH3:34])[CH:25]=2)=[O:21])[CH3:18]. The catalyst class is: 4. (2) Reactant: [CH:1]1([C:4]([N:6]2[CH2:11][CH2:10][N:9]([C:12]3[N:19]=[C:18]([CH:20]4[CH2:22][CH2:21]4)[C:17]([C:23]4[CH:24]=[N:25][NH:26][CH:27]=4)=[CH:16][C:13]=3[C:14]#[N:15])[CH2:8][C@H:7]2[CH:28]2[CH2:30][CH2:29]2)=[O:5])[CH2:3][CH2:2]1.C([O-])([O-])=O.[K+].[K+].Br[CH2:38][C:39]#[N:40]. Product: [C:39]([CH2:38][N:25]1[CH:24]=[C:23]([C:17]2[C:18]([CH:20]3[CH2:21][CH2:22]3)=[N:19][C:12]([N:9]3[CH2:10][CH2:11][N:6]([C:4]([CH:1]4[CH2:2][CH2:3]4)=[O:5])[C@H:7]([CH:28]4[CH2:29][CH2:30]4)[CH2:8]3)=[C:13]([CH:16]=2)[C:14]#[N:15])[CH:27]=[N:26]1)#[N:40]. The catalyst class is: 3. (3) Reactant: [CH:1]([C@H:3]1[CH2:7][O:6][C:5]([CH3:9])([CH3:8])[N:4]1[C:10]([O:12][C:13]([CH3:16])([CH3:15])[CH3:14])=[O:11])=[O:2].[CH3:17][Mg]Br. Product: [OH:2][CH:1]([C@H:3]1[CH2:7][O:6][C:5]([CH3:9])([CH3:8])[N:4]1[C:10]([O:12][C:13]([CH3:16])([CH3:15])[CH3:14])=[O:11])[CH3:17]. The catalyst class is: 1. (4) Reactant: N(C(OCC)=O)=NC(OCC)=O.[Cl:13][C:14]1[C:23]2[C:18](=[CH:19][C:20]([O:25][CH3:26])=[C:21]([OH:24])[CH:22]=2)[N:17]=[CH:16][N:15]=1.[C:27]([N:30]1[CH2:35][CH2:34][N:33]([CH2:36][CH2:37][CH2:38]O)[CH2:32][CH2:31]1)(=[O:29])[CH3:28].C1(P(C2C=CC=CC=2)C2C=CC=CC=2)C=CC=CC=1. Product: [C:27]([N:30]1[CH2:35][CH2:34][N:33]([CH2:36][CH2:37][CH2:38][O:24][C:21]2[CH:22]=[C:23]3[C:18](=[CH:19][C:20]=2[O:25][CH3:26])[N:17]=[CH:16][N:15]=[C:14]3[Cl:13])[CH2:32][CH2:31]1)(=[O:29])[CH3:28]. The catalyst class is: 2.